This data is from Forward reaction prediction with 1.9M reactions from USPTO patents (1976-2016). The task is: Predict the product of the given reaction. (1) Given the reactants [S:1]1[C:5](B(O)O)=[CH:4][C:3]2[CH:9]=[CH:10][CH:11]=[CH:12][C:2]1=2.[N:13]1([CH2:18][C:19]2[CH:20]=[CH:21][C:22](Br)=[N:23][CH:24]=2)[CH:17]=[CH:16][N:15]=[CH:14]1, predict the reaction product. The product is: [S:1]1[C:5]([C:22]2[CH:21]=[CH:20][C:19]([CH2:18][N:13]3[CH:17]=[CH:16][N:15]=[CH:14]3)=[CH:24][N:23]=2)=[CH:4][C:3]2[CH:9]=[CH:10][CH:11]=[CH:12][C:2]1=2. (2) The product is: [CH3:9][N:10]([CH3:19])[C:11]1[CH:18]=[CH:17][C:14]([CH2:15][NH:16][C:2]2[N:7]=[C:6]([NH:16][CH2:15][C:14]3[CH:17]=[CH:18][C:11]([N:10]([CH3:19])[CH3:9])=[CH:12][CH:13]=3)[CH:5]=[CH:4][N:3]=2)=[CH:13][CH:12]=1. Given the reactants Cl[C:2]1[N:7]=[C:6](Cl)[CH:5]=[CH:4][N:3]=1.[CH3:9][N:10]([CH3:19])[C:11]1[CH:18]=[CH:17][C:14]([CH2:15][NH2:16])=[CH:13][CH:12]=1, predict the reaction product. (3) Given the reactants [CH:1]1(/[CH:6]=[C:7](\[C:23]2[CH:28]=[CH:27][C:26]([S:29]([CH:32]3[CH2:34][CH2:33]3)(=[O:31])=[O:30])=[CH:25][CH:24]=2)/[C:8]([NH:10][C:11]2[S:12][CH:13]=[C:14]([CH:16]([OH:22])[C:17]([O:19][CH2:20][CH3:21])=[O:18])[N:15]=2)=[O:9])[CH2:5][CH2:4][CH2:3][CH2:2]1, predict the reaction product. The product is: [CH:1]1(/[CH:6]=[C:7](\[C:23]2[CH:28]=[CH:27][C:26]([S:29]([CH:32]3[CH2:34][CH2:33]3)(=[O:31])=[O:30])=[CH:25][CH:24]=2)/[C:8]([NH:10][C:11]2[S:12][CH:13]=[C:14]([C:16](=[O:22])[C:17]([O:19][CH2:20][CH3:21])=[O:18])[N:15]=2)=[O:9])[CH2:5][CH2:4][CH2:3][CH2:2]1. (4) Given the reactants C([NH:5][S:6]([C:9]1[CH:10]=[N:11][N:12]2[C:17]([NH:18][C:19]3[CH:24]=[CH:23][C:22]([F:25])=[CH:21][C:20]=3[CH3:26])=[C:16]([C:27]([N:29]3[CH2:34][CH2:33][CH:32]([C:35]4[CH:40]=[CH:39][CH:38]=[CH:37][CH:36]=4)[CH2:31][CH2:30]3)=[O:28])[CH:15]=[N:14][C:13]=12)(=[O:8])=[O:7])(C)(C)C.C1(OC)C=CC=CC=1, predict the reaction product. The product is: [F:25][C:22]1[CH:23]=[CH:24][C:19]([NH:18][C:17]2[N:12]3[N:11]=[CH:10][C:9]([S:6]([NH2:5])(=[O:8])=[O:7])=[C:13]3[N:14]=[CH:15][C:16]=2[C:27]([N:29]2[CH2:34][CH2:33][CH:32]([C:35]3[CH:36]=[CH:37][CH:38]=[CH:39][CH:40]=3)[CH2:31][CH2:30]2)=[O:28])=[C:20]([CH3:26])[CH:21]=1. (5) Given the reactants [CH3:1][C:2]([C:6]1[N:10]=[CH:9][N:8]([CH2:11]O)[N:7]=1)([CH3:5])[CH2:3][CH3:4].S(Cl)([Cl:15])=O, predict the reaction product. The product is: [ClH:15].[Cl:15][CH2:11][N:8]1[CH:9]=[N:10][C:6]([C:2]([CH3:5])([CH3:1])[CH2:3][CH3:4])=[N:7]1. (6) Given the reactants Cl.[CH3:2][O:3][C:4](=[O:46])[NH:5][C@H:6]([C:10]([N:12]1[CH2:16][CH2:15][CH2:14][C@H:13]1[C:17]1[NH:18][CH:19]=[C:20]([C:22]2[CH:27]=[CH:26][C:25]([C:28]3[C:29]4[S:35][CH:34]=[C:33]([C:36]5[NH:37][C:38]([C@@H:41]6[CH2:45][CH2:44][CH2:43][NH:42]6)=[N:39][CH:40]=5)[C:30]=4[S:31][CH:32]=3)=[CH:24][CH:23]=2)[N:21]=1)=[O:11])[CH:7]([CH3:9])[CH3:8].[C:47]([O:51][C:52]([NH:54][C@H:55]([C:66]1[CH:71]=[CH:70][CH:69]=[CH:68][CH:67]=1)[C:56](N1CCC[C@H]1C(O)=O)=[O:57])=[O:53])(C)(C)C.CN(C(ON1N=NC2C=CC=NC1=2)=[N+](C)C)C.F[P-](F)(F)(F)(F)F.CCN(CC)CC, predict the reaction product. The product is: [CH3:2][O:3][C:4](=[O:46])[NH:5][C@H:6]([C:10]([N:12]1[CH2:16][CH2:15][CH2:14][C@H:13]1[C:17]1[NH:18][CH:19]=[C:20]([C:22]2[CH:27]=[CH:26][C:25]([C:28]3[C:29]4[S:35][CH:34]=[C:33]([C:36]5[NH:37][C:38]([C@@H:41]6[CH2:45][CH2:44][CH2:43][N:42]6[C:56](=[O:57])[C@H:55]([NH:54][C:52]([O:51][CH3:47])=[O:53])[C:66]6[CH:71]=[CH:70][CH:69]=[CH:68][CH:67]=6)=[N:39][CH:40]=5)[C:30]=4[S:31][CH:32]=3)=[CH:24][CH:23]=2)[N:21]=1)=[O:11])[CH:7]([CH3:9])[CH3:8]. (7) Given the reactants [NH2:1][C:2]1[S:6][N:5]=[C:4]([C:7]2[CH:12]=[CH:11][C:10]([N+:13]([O-:15])=[O:14])=[CH:9][CH:8]=2)[C:3]=1[C:16]#[N:17].C(N(CC)C(C)C)(C)C.Cl[C:28]([O:30][C:31]1[CH:36]=[CH:35][CH:34]=[CH:33][CH:32]=1)=[O:29], predict the reaction product. The product is: [C:16]([C:3]1[C:4]([C:7]2[CH:8]=[CH:9][C:10]([N+:13]([O-:15])=[O:14])=[CH:11][CH:12]=2)=[N:5][S:6][C:2]=1[NH:1][C:28](=[O:29])[O:30][C:31]1[CH:36]=[CH:35][CH:34]=[CH:33][CH:32]=1)#[N:17].